Dataset: Forward reaction prediction with 1.9M reactions from USPTO patents (1976-2016). Task: Predict the product of the given reaction. (1) Given the reactants [Cl-].[Cl-].C1(P(C2C=CC=CC=2)C2C=CC=CC=2)C=CC=CC=1.[I:22]I.N1C=CN=C1.[C:29]([O:33][C:34](=[O:46])[NH:35][CH:36]([C:39]1[CH:44]=[CH:43][C:42]([F:45])=[CH:41][CH:40]=1)[CH2:37]O)([CH3:32])([CH3:31])[CH3:30], predict the reaction product. The product is: [C:29]([O:33][C:34](=[O:46])[NH:35][CH:36]([C:39]1[CH:44]=[CH:43][C:42]([F:45])=[CH:41][CH:40]=1)[CH2:37][I:22])([CH3:32])([CH3:31])[CH3:30]. (2) Given the reactants C([O:3][C:4]([CH:6]1[CH2:11][CH2:10][C:9](=[CH2:12])[CH2:8][CH2:7]1)=O)C.[H-].[H-].[H-].[H-].[Li+].[Al+3], predict the reaction product. The product is: [CH2:12]=[C:9]1[CH2:10][CH2:11][CH:6]([CH2:4][OH:3])[CH2:7][CH2:8]1. (3) Given the reactants [OH:1][CH2:2][C:3]1[CH:4]=[CH:5][C:6]([C:9](=[O:14])[CH2:10][CH:11]([CH3:13])[CH3:12])=[N:7][CH:8]=1.C(N(CC)CC)C.[CH3:22][S:23](Cl)(=[O:25])=[O:24], predict the reaction product. The product is: [CH3:22][S:23]([O:1][CH2:2][C:3]1[CH:4]=[CH:5][C:6]([C:9](=[O:14])[CH2:10][CH:11]([CH3:12])[CH3:13])=[N:7][CH:8]=1)(=[O:25])=[O:24]. (4) Given the reactants [Cl:1]CC=O.O.[NH2:6][C:7]1[N:8]=[C:9]([Cl:22])[C:10]([C:14]2[CH:21]=[CH:20][C:17]([C:18]#[N:19])=[CH:16][CH:15]=2)=[N:11][C:12]=1Br.[CH:23](O)([CH3:25])C, predict the reaction product. The product is: [Cl:22][C:9]1[N:8]2[CH:23]=[CH:25][N:6]=[C:7]2[C:12]([Cl:1])=[N:11][C:10]=1[C:14]1[CH:21]=[CH:20][C:17]([C:18]#[N:19])=[CH:16][CH:15]=1. (5) Given the reactants [Br:1][C:2]1[CH:3]=[C:4]([NH:9][S:10]([C:13]2[CH:18]=[CH:17][C:16]([OH:19])=[CH:15][CH:14]=2)(=[O:12])=[O:11])[C:5](Cl)=[N:6][CH:7]=1.C[O-].[Na+].[C:23](=O)(O)[O-:24].[Na+].Cl, predict the reaction product. The product is: [Br:1][C:2]1[CH:3]=[C:4]([NH:9][S:10]([C:13]2[CH:18]=[CH:17][C:16]([OH:19])=[CH:15][CH:14]=2)(=[O:12])=[O:11])[C:5]([O:24][CH3:23])=[N:6][CH:7]=1. (6) Given the reactants [CH3:1][C:2]1[CH:11]=[CH:10][C:5]([C:6]([O:8][CH3:9])=[O:7])=[CH:4][C:3]=1[N:12]1[C:17](=[O:18])[CH2:16][C:15](=[O:19])[N:14]=[C:13]1[CH3:20].C([O-])([O-])=O.[K+].[K+].[F:27][C:28]1[CH:35]=[C:34]([F:36])[CH:33]=[CH:32][C:29]=1[CH2:30]Br, predict the reaction product. The product is: [F:27][C:28]1[CH:35]=[C:34]([F:36])[CH:33]=[CH:32][C:29]=1[CH2:30][O:19][C:15]1[N:14]=[C:13]([CH3:20])[N:12]([C:3]2[CH:4]=[C:5]([CH:10]=[CH:11][C:2]=2[CH3:1])[C:6]([O:8][CH3:9])=[O:7])[C:17](=[O:18])[CH:16]=1.